Dataset: Catalyst prediction with 721,799 reactions and 888 catalyst types from USPTO. Task: Predict which catalyst facilitates the given reaction. (1) Reactant: [Cl:1][C:2]1[CH:7]=[CH:6][C:5]([NH:8][C:9]([NH:11][C:12]2[CH:17]=[CH:16][C:15]([O:18][C:19]3[CH:24]=[CH:23][N:22]=[C:21](S(C)(=O)=O)[N:20]=3)=[CH:14][CH:13]=2)=[O:10])=[CH:4][C:3]=1[C:29]([F:32])([F:31])[F:30].[NH2:33][CH2:34][CH2:35][CH2:36][CH2:37][OH:38]. Product: [Cl:1][C:2]1[CH:7]=[CH:6][C:5]([NH:8][C:9]([NH:11][C:12]2[CH:17]=[CH:16][C:15]([O:18][C:19]3[CH:24]=[CH:23][N:22]=[C:21]([NH:33][CH2:34][CH2:35][CH2:36][CH2:37][OH:38])[N:20]=3)=[CH:14][CH:13]=2)=[O:10])=[CH:4][C:3]=1[C:29]([F:32])([F:31])[F:30]. The catalyst class is: 1. (2) Reactant: C[O:2][C:3]([C:5]1([C:8]2[CH:45]=[CH:44][CH:43]=[CH:42][C:9]=2[CH2:10][CH2:11][C:12]2[C:17]([C:18]([F:21])([F:20])[F:19])=[CH:16][N:15]=[C:14]([NH:22][C:23]3[CH:24]=[CH:25][C:26]([CH:29]4[CH2:34][CH2:33][N:32]([C:35]([O:37][C:38]([CH3:41])([CH3:40])[CH3:39])=[O:36])[CH2:31][CH2:30]4)=[N:27][CH:28]=3)[N:13]=2)[CH2:7][CH2:6]1)=O.O[Li].O.C1C=CC2N(O)N=[N:55]C=2C=1.CCN=C=NCCCN(C)C.Cl.Cl.C(NC(C)C)(C)C.C(=O)([O-])[O-].[NH4+].[NH4+]. Product: [C:3]([C:5]1([C:8]2[CH:45]=[CH:44][CH:43]=[CH:42][C:9]=2[CH2:10][CH2:11][C:12]2[C:17]([C:18]([F:19])([F:20])[F:21])=[CH:16][N:15]=[C:14]([NH:22][C:23]3[CH:24]=[CH:25][C:26]([CH:29]4[CH2:34][CH2:33][N:32]([C:35]([O:37][C:38]([CH3:41])([CH3:39])[CH3:40])=[O:36])[CH2:31][CH2:30]4)=[N:27][CH:28]=3)[N:13]=2)[CH2:6][CH2:7]1)(=[O:2])[NH2:55]. The catalyst class is: 87. (3) Reactant: [NH2:1][C:2]1[CH:17]=[CH:16][C:5]([C:6]([O:8][CH2:9][C:10]2[CH:15]=[CH:14][CH:13]=[CH:12][CH:11]=2)=[O:7])=[CH:4][C:3]=1[O:18][CH3:19].C([O-])([O-])=O.[K+].[K+].Cl[C:27]1[N:32]=[C:31]([Cl:33])[C:30]([C:34]([F:37])([F:36])[F:35])=[CH:29][N:28]=1. Product: [Cl:33][C:31]1[C:30]([C:34]([F:36])([F:35])[F:37])=[CH:29][N:28]=[C:27]([NH:1][C:2]2[CH:17]=[CH:16][C:5]([C:6]([O:8][CH2:9][C:10]3[CH:15]=[CH:14][CH:13]=[CH:12][CH:11]=3)=[O:7])=[CH:4][C:3]=2[O:18][CH3:19])[N:32]=1. The catalyst class is: 12. (4) Reactant: [C:1]([C:5]1[CH:10]=[CH:9][C:8]([OH:11])=[C:7]([C:12]([C:15]2[CH:20]=[CH:19][CH:18]=[CH:17][CH:16]=2)([CH3:14])[CH3:13])[CH:6]=1)([CH3:4])([CH3:3])[CH3:2].[Cl-].[Mg+2].[Cl-].[CH2:24]=[O:25].C(N(CC)CC)C. Product: [C:1]([C:5]1[CH:10]=[C:9]([CH:24]=[O:25])[C:8]([OH:11])=[C:7]([C:12]([C:15]2[CH:16]=[CH:17][CH:18]=[CH:19][CH:20]=2)([CH3:14])[CH3:13])[CH:6]=1)([CH3:2])([CH3:3])[CH3:4]. The catalyst class is: 7. (5) Reactant: [CH3:1][O:2][C:3]1[CH:4]=[C:5]2[C:10](=[CH:11][C:12]=1[O:13][CH3:14])[N:9]=[CH:8][N:7]=[C:6]2[CH:15]1[CH2:20][CH2:19][NH:18][CH2:17][CH2:16]1.[CH3:21][N:22]([CH3:32])[C:23]1[CH:28]=[CH:27][C:26]([N:29]=[C:30]=[O:31])=[CH:25][CH:24]=1. Product: [CH3:21][N:22]([CH3:32])[C:23]1[CH:28]=[CH:27][C:26]([NH:29][C:30]([N:18]2[CH2:19][CH2:20][CH:15]([C:6]3[C:5]4[C:10](=[CH:11][C:12]([O:13][CH3:14])=[C:3]([O:2][CH3:1])[CH:4]=4)[N:9]=[CH:8][N:7]=3)[CH2:16][CH2:17]2)=[O:31])=[CH:25][CH:24]=1. The catalyst class is: 3. (6) Reactant: [C:1]([C:5]1[CH:10]=[CH:9][C:8]([CH2:11][N:12]2[C:16](=[O:17])[N:15]([CH2:18][CH3:19])[C:14]([CH2:20][CH2:21][CH2:22][C:23]3[CH:28]=[CH:27][C:26]([C:29]4[CH:34]=[CH:33][C:32]([O:35][CH3:36])=[C:31]([NH:37][S:38]([C:41]5[CH:46]=[CH:45][CH:44]=[CH:43][CH:42]=5)(=[O:40])=[O:39])[N:30]=4)=[CH:25][CH:24]=3)=[N:13]2)=[CH:7][CH:6]=1)([CH3:4])([CH3:3])[CH3:2].[C:47](=O)([O-])[O-].[K+].[K+].IC. Product: [C:1]([C:5]1[CH:6]=[CH:7][C:8]([CH2:11][N:12]2[C:16](=[O:17])[N:15]([CH2:18][CH3:19])[C:14]([CH2:20][CH2:21][CH2:22][C:23]3[CH:28]=[CH:27][C:26]([C:29]4[CH:34]=[CH:33][C:32]([O:35][CH3:36])=[C:31]([N:37]([S:38]([C:41]5[CH:46]=[CH:45][CH:44]=[CH:43][CH:42]=5)(=[O:40])=[O:39])[CH3:47])[N:30]=4)=[CH:25][CH:24]=3)=[N:13]2)=[CH:9][CH:10]=1)([CH3:2])([CH3:3])[CH3:4]. The catalyst class is: 18. (7) Reactant: C([O:3][CH2:4][CH2:5][O:6][NH:7][C:8]([C:10]1[N:18]([CH3:19])[C:17]2[CH:16]=[CH:15][N:14]=[CH:13][C:12]=2[C:11]=1[NH:20][C:21]1[CH:26]=[CH:25][C:24]([I:27])=[CH:23][C:22]=1[F:28])=[O:9])=C.Cl.C(=O)([O-])O.[Na+]. Product: [OH:3][CH2:4][CH2:5][O:6][NH:7][C:8]([C:10]1[N:18]([CH3:19])[C:17]2[CH:16]=[CH:15][N:14]=[CH:13][C:12]=2[C:11]=1[NH:20][C:21]1[CH:26]=[CH:25][C:24]([I:27])=[CH:23][C:22]=1[F:28])=[O:9]. The catalyst class is: 5.